From a dataset of Catalyst prediction with 721,799 reactions and 888 catalyst types from USPTO. Predict which catalyst facilitates the given reaction. (1) Reactant: [CH2:1]([N:4]([CH:26]1[CH2:31][CH2:30][O:29][CH2:28][CH2:27]1)[C:5]1[C:6]([CH3:25])=[C:7]([CH:21]=[C:22]([Cl:24])[CH:23]=1)[C:8]([NH:10][CH2:11][C:12]1[C:13](=[O:20])[NH:14][C:15]([CH3:19])=[CH:16][C:17]=1[CH3:18])=[O:9])[CH:2]=[CH2:3]. Product: [Cl:24][C:22]1[CH:23]=[C:5]([N:4]([CH2:1][CH2:2][CH3:3])[CH:26]2[CH2:31][CH2:30][O:29][CH2:28][CH2:27]2)[C:6]([CH3:25])=[C:7]([CH:21]=1)[C:8]([NH:10][CH2:11][C:12]1[C:13](=[O:20])[NH:14][C:15]([CH3:19])=[CH:16][C:17]=1[CH3:18])=[O:9]. The catalyst class is: 19. (2) Reactant: [CH3:1][S:2][CH2:3][O:4]CSC.[P:8]([O-])([O:18][CH2:19][C:20]1C=CC=[CH:22][CH:21]=1)([O:10][CH2:11][C:12]1C=CC=[CH:14][CH:13]=1)=[O:9].IN1C(=O)CCC1=O. Product: [CH3:1][S:2][CH2:3][O:4][P:8]([O:10][CH2:11][CH2:12][CH2:13][CH3:14])([O:18][CH2:19][CH2:20][CH2:21][CH3:22])=[O:9]. The catalyst class is: 56.